From a dataset of Forward reaction prediction with 1.9M reactions from USPTO patents (1976-2016). Predict the product of the given reaction. (1) Given the reactants [N+:1]([C:4]1[CH:14]=[CH:13][C:7]2[NH:8][CH2:9][CH2:10][CH2:11][CH2:12][C:6]=2[CH:5]=1)([O-:3])=[O:2].[C:15](=O)([O-])[O-].[K+].[K+].IC.[H-].[Na+], predict the reaction product. The product is: [CH3:15][N:8]1[CH2:9][CH2:10][CH2:11][CH2:12][C:6]2[CH:5]=[C:4]([N+:1]([O-:3])=[O:2])[CH:14]=[CH:13][C:7]1=2. (2) Given the reactants I[C:2]1[CH:22]=[CH:21][C:5]2[N:6]([CH3:20])[C:7](=[O:19])[CH2:8][N:9]=[C:10]([C:11]3[CH:12]=[C:13]([CH:16]=[CH:17][CH:18]=3)[C:14]#[N:15])[C:4]=2[CH:3]=1.[Cl:23][C:24]1[CH:29]=[CH:28][CH:27]=[C:26]([O:30][CH3:31])[C:25]=1B(O)O, predict the reaction product. The product is: [Cl:23][C:24]1[CH:29]=[CH:28][CH:27]=[C:26]([O:30][CH3:31])[C:25]=1[C:2]1[CH:22]=[CH:21][C:5]2[N:6]([CH3:20])[C:7](=[O:19])[CH2:8][N:9]=[C:10]([C:11]3[CH:12]=[C:13]([CH:16]=[CH:17][CH:18]=3)[C:14]#[N:15])[C:4]=2[CH:3]=1.